Task: Predict which catalyst facilitates the given reaction.. Dataset: Catalyst prediction with 721,799 reactions and 888 catalyst types from USPTO (1) Reactant: [C-]#N.[K+].[N:4]1[CH:9]=[CH:8][CH:7]=[CH:6][C:5]=1[CH:10]=[O:11].[N+:12]([CH2:14][S:15]([C:18]1[CH:23]=[CH:22][C:21](C)=[CH:20][CH:19]=1)(=[O:17])=[O:16])#[C-:13]. Product: [C:18]1([S:15]([CH:14]2[CH:10]([C:5]3[CH:6]=[CH:7][CH:8]=[CH:9][N:4]=3)[O:11][CH:13]=[N:12]2)(=[O:16])=[O:17])[CH:19]=[CH:20][CH:21]=[CH:22][CH:23]=1. The catalyst class is: 8. (2) Reactant: [OH-].[Na+].[NH:3]1[C:11]2[CH:10]=[CH:9][CH:8]=[C:7]([C:12]([O:14]C)=[O:13])[C:6]=2[CH:5]=[N:4]1. Product: [NH:3]1[C:11]2[CH:10]=[CH:9][CH:8]=[C:7]([C:12]([OH:14])=[O:13])[C:6]=2[CH:5]=[N:4]1. The catalyst class is: 97. (3) Reactant: Cl[C:2]1[N:7]=[N:6][C:5]([C:8]#[N:9])=[CH:4][CH:3]=1.[C:10](#[N:12])[CH3:11].C(Br)[C:14]1[CH:19]=[CH:18]C=[CH:16][CH:15]=1.CCN(C(C)C)C(C)C. Product: [CH2:10]([NH:12][C:2]1[N:7]=[N:6][C:5]([C:8]#[N:9])=[CH:4][CH:3]=1)[C:11]1[CH:18]=[CH:19][CH:14]=[CH:15][CH:16]=1. The catalyst class is: 69. (4) Reactant: [CH:1]1([N:7]2[C:11]([C:12]3[CH:17]=[CH:16][C:15]([F:18])=[CH:14][CH:13]=3)=[C:10]([C:19](=[S:21])[NH2:20])[CH:9]=[N:8]2)[CH2:6][CH2:5][CH2:4][CH2:3][CH2:2]1.Cl[CH2:23][C:24](=O)[CH2:25][C:26]([O:28][CH2:29][CH3:30])=[O:27]. Product: [CH:1]1([N:7]2[C:11]([C:12]3[CH:13]=[CH:14][C:15]([F:18])=[CH:16][CH:17]=3)=[C:10]([C:19]3[S:21][CH:23]=[C:24]([CH2:25][C:26]([O:28][CH2:29][CH3:30])=[O:27])[N:20]=3)[CH:9]=[N:8]2)[CH2:2][CH2:3][CH2:4][CH2:5][CH2:6]1. The catalyst class is: 8. (5) Reactant: [CH3:1][S:2][CH2:3][O:4][C:5]1[CH:6]=[C:7]([CH:10]=[CH:11][CH:12]=1)[CH:8]=O.[CH3:13][NH2:14]. Product: [CH3:13][N:14]=[CH:8][C:7]1[CH:10]=[CH:11][CH:12]=[C:5]([O:4][CH2:3][S:2][CH3:1])[CH:6]=1. The catalyst class is: 14. (6) Reactant: [Br:1][C:2]1[CH:7]=[CH:6][C:5]([C@:8]2([C:23]([O:25]C)=[O:24])[CH2:10][C:9]2([C:17]2[CH:22]=[CH:21][CH:20]=[CH:19][CH:18]=2)[C:11]2[CH:16]=[CH:15][CH:14]=[CH:13][CH:12]=2)=[CH:4][CH:3]=1.CC([O-])(C)C.[K+]. Product: [Br:1][C:2]1[CH:3]=[CH:4][C:5]([C@:8]2([C:23]([OH:25])=[O:24])[CH2:10][C:9]2([C:11]2[CH:12]=[CH:13][CH:14]=[CH:15][CH:16]=2)[C:17]2[CH:22]=[CH:21][CH:20]=[CH:19][CH:18]=2)=[CH:6][CH:7]=1. The catalyst class is: 16. (7) Reactant: [S:1]1[C:9]2[CH:8]=[CH:7][N:6]=[CH:5][C:4]=2[CH:3]=[CH:2]1.C([Li])CCC.[C:15]1([CH:21]=[N:22][S:23]([C:26]2[CH:36]=[CH:35][C:29]3[O:30][CH2:31][CH2:32][CH2:33][O:34][C:28]=3[CH:27]=2)(=[O:25])=[O:24])[CH:20]=[CH:19][CH:18]=[CH:17][CH:16]=1. Product: [C:15]1([CH:21]([C:2]2[S:1][C:9]3[CH:8]=[CH:7][N:6]=[CH:5][C:4]=3[CH:3]=2)[NH:22][S:23]([C:26]2[CH:36]=[CH:35][C:29]3[O:30][CH2:31][CH2:32][CH2:33][O:34][C:28]=3[CH:27]=2)(=[O:24])=[O:25])[CH:16]=[CH:17][CH:18]=[CH:19][CH:20]=1. The catalyst class is: 188. (8) Reactant: [CH3:1][N:2]1[CH:6]=[CH:5][N:4]=[C:3]1[CH:7]=O.[CH3:9][C:10]([S:13]([NH2:15])=[O:14])([CH3:12])[CH3:11]. Product: [CH3:1][N:2]1[CH:6]=[CH:5][N:4]=[C:3]1/[CH:7]=[N:15]/[S:13]([C:10]([CH3:12])([CH3:11])[CH3:9])=[O:14]. The catalyst class is: 4.